Dataset: Forward reaction prediction with 1.9M reactions from USPTO patents (1976-2016). Task: Predict the product of the given reaction. (1) Given the reactants C(O[C:6](=O)[N:7]([C@H:9]([CH3:49])[C:10]([NH:12][C@@H:13]([CH:41]1[CH2:46][CH2:45][C:44]([F:48])([F:47])[CH2:43][CH2:42]1)[C:14]([N:16]1[C@H:21]([C:22](=[O:34])[NH:23][C@H:24]2[C:33]3[C:28](=[CH:29][CH:30]=[CH:31][CH:32]=3)[O:27][CH2:26][CH2:25]2)[CH2:20][N:19]2[CH2:35][C@H:36]([O:38][CH2:39][CH3:40])[CH2:37][C@@H:18]2[CH2:17]1)=[O:15])=[O:11])C)(C)(C)C, predict the reaction product. The product is: [F:48][C:44]1([F:47])[CH2:45][CH2:46][CH:41]([C@H:13]([NH:12][C:10](=[O:11])[C@@H:9]([CH3:49])[NH:7][CH3:6])[C:14]([N:16]2[C@H:21]([C:22]([NH:23][C@H:24]3[C:33]4[C:28](=[CH:29][CH:30]=[CH:31][CH:32]=4)[O:27][CH2:26][CH2:25]3)=[O:34])[CH2:20][N:19]3[CH2:35][C@H:36]([O:38][CH2:39][CH3:40])[CH2:37][C@@H:18]3[CH2:17]2)=[O:15])[CH2:42][CH2:43]1. (2) Given the reactants [Br:1][C:2]1[CH:3]=[N:4][C:5]([NH:11][CH2:12][CH3:13])=[C:6]([CH:10]=1)[C:7]([OH:9])=O.CCN=C=NCCCN(C)C.C1C=CC2N(O)N=NC=2C=1.CCN(C(C)C)C(C)C.[CH3:44][C:45]([NH2:49])([C:47]#[CH:48])[CH3:46], predict the reaction product. The product is: [Br:1][C:2]1[CH:3]=[N:4][C:5]([NH:11][CH2:12][CH3:13])=[C:6]([CH:10]=1)[C:7]([NH:49][C:45]([CH3:46])([C:47]#[CH:48])[CH3:44])=[O:9]. (3) Given the reactants [OH:1][C:2]1[CH:3]=[C:4]([CH:14]=[C:15]([O:17][C@@H:18]([CH3:22])[CH2:19][O:20][CH3:21])[CH:16]=1)[C:5]([NH:7][C:8]1[CH:12]=[CH:11][N:10]([CH3:13])[N:9]=1)=[O:6].F[C:24]1[CH:37]=[CH:36][C:27]2[C:28](=[O:35])[N:29]([CH3:34])[C:30]([CH3:33])([CH3:32])[O:31][C:26]=2[CH:25]=1.C(=O)([O-])[O-].[K+].[K+].C(OCC)(=O)C, predict the reaction product. The product is: [CH3:22][C@H:18]([O:17][C:15]1[CH:14]=[C:4]([CH:3]=[C:2]([O:1][C:24]2[CH:37]=[CH:36][C:27]3[C:28](=[O:35])[N:29]([CH3:34])[C:30]([CH3:33])([CH3:32])[O:31][C:26]=3[CH:25]=2)[CH:16]=1)[C:5]([NH:7][C:8]1[CH:12]=[CH:11][N:10]([CH3:13])[N:9]=1)=[O:6])[CH2:19][O:20][CH3:21]. (4) Given the reactants [C:1]([C:5]1[CH:10]=[C:9]([O:11][CH3:12])[CH:8]=[CH:7][C:6]=1[OH:13])([CH3:4])([CH3:3])[CH3:2].[C:14]([C:18]1C=C(O)C=C[C:23]=1[O:24]C)(C)(C)C.C(=O)([O-])[O-].[K+].[K+].C(Br)C=C.C(OCC=C)C=C.C1(C)C=C(C)C=C(C)C=1.C(C1C(C(F)(F)F)=CC=C(Cl)C=1O)C=C.C(C1C=C(OC)C=C(C(C)(C)C)C=1O)C=C.C(C1C=C(OC)C(C(C)(C)C)=CC=1O)C=C.C1(O)C=CC=CC=1.ClC1C=C(C=CC=1)C(OO)=O.ClC1C2OC(CO)CC=2C(C(F)(F)F)=CC=1, predict the reaction product. The product is: [C:1]([C:5]1[C:6]2[O:13][CH:18]([CH2:23][OH:24])[CH2:14][C:7]=2[CH:8]=[C:9]([O:11][CH3:12])[CH:10]=1)([CH3:4])([CH3:2])[CH3:3]. (5) Given the reactants C(OC([N:8]1[CH2:13][CH2:12][CH:11]([CH2:14][OH:15])[CH2:10][CH2:9]1)=O)(C)(C)C.[Cl:16][C:17]1[C:22]([NH:23][C:24]2[C:33]3[C:28](=[CH:29][CH:30]=[CH:31][C:32]=3F)[N:27]=[CH:26][N:25]=2)=[C:21]2[O:35][CH2:36][O:37][C:20]2=[CH:19][CH:18]=1, predict the reaction product. The product is: [ClH:16].[ClH:16].[Cl:16][C:17]1[C:22]([NH:23][C:24]2[C:33]3[C:28](=[CH:29][CH:30]=[CH:31][C:32]=3[O:15][CH2:14][CH:11]3[CH2:10][CH2:9][NH:8][CH2:13][CH2:12]3)[N:27]=[CH:26][N:25]=2)=[C:21]2[O:35][CH2:36][O:37][C:20]2=[CH:19][CH:18]=1. (6) Given the reactants [CH3:1][C:2]1[CH:3]=[C:4]([CH2:11][CH:12]([NH:21][C:22](=[O:31])[O:23][CH2:24][C:25]2[CH:30]=[CH:29][CH:28]=[CH:27][CH:26]=2)[C:13]([NH:15][CH2:16][C:17]([CH3:20])([CH3:19])[CH3:18])=O)[CH:5]=[C:6]2[C:10]=1[NH:9][N:8]=[CH:7]2.P(Cl)(Cl)(Cl)(Cl)Cl.N1C2C(=CC=CC=2)C=CC=1.[N-:48]=[N+:49]=[N-:50].[Na+], predict the reaction product. The product is: [CH3:1][C:2]1[CH:3]=[C:4]([CH2:11][CH:12]([NH:21][C:22](=[O:31])[O:23][CH2:24][C:25]2[CH:30]=[CH:29][CH:28]=[CH:27][CH:26]=2)[C:13]2[N:15]([CH2:16][C:17]([CH3:20])([CH3:19])[CH3:18])[N:50]=[N:49][N:48]=2)[CH:5]=[C:6]2[C:10]=1[NH:9][N:8]=[CH:7]2. (7) Given the reactants [CH2:1]([O:8][C:9]([NH:11][C:12]1[CH:13]=[C:14]([CH:18]=[CH:19][C:20]=1[N:21]1[CH2:26][CH2:25][N:24]([CH3:27])[CH2:23][CH2:22]1)[C:15]([OH:17])=O)=[O:10])[C:2]1[CH:7]=[CH:6][CH:5]=[CH:4][CH:3]=1.S(Cl)(Cl)=O.[NH3:32], predict the reaction product. The product is: [C:15]([C:14]1[CH:18]=[CH:19][C:20]([N:21]2[CH2:26][CH2:25][N:24]([CH3:27])[CH2:23][CH2:22]2)=[C:12]([NH:11][C:9](=[O:10])[O:8][CH2:1][C:2]2[CH:3]=[CH:4][CH:5]=[CH:6][CH:7]=2)[CH:13]=1)(=[O:17])[NH2:32].